Regression. Given two drug SMILES strings and cell line genomic features, predict the synergy score measuring deviation from expected non-interaction effect. From a dataset of NCI-60 drug combinations with 297,098 pairs across 59 cell lines. (1) Drug 1: CC1=C(C(CCC1)(C)C)C=CC(=CC=CC(=CC(=O)O)C)C. Drug 2: C(CCl)NC(=O)N(CCCl)N=O. Cell line: K-562. Synergy scores: CSS=30.8, Synergy_ZIP=1.09, Synergy_Bliss=1.60, Synergy_Loewe=11.1, Synergy_HSA=6.68. (2) Drug 1: CS(=O)(=O)C1=CC(=C(C=C1)C(=O)NC2=CC(=C(C=C2)Cl)C3=CC=CC=N3)Cl. Drug 2: CCC1(CC2CC(C3=C(CCN(C2)C1)C4=CC=CC=C4N3)(C5=C(C=C6C(=C5)C78CCN9C7C(C=CC9)(C(C(C8N6C)(C(=O)OC)O)OC(=O)C)CC)OC)C(=O)OC)O.OS(=O)(=O)O. Cell line: NCI/ADR-RES. Synergy scores: CSS=19.2, Synergy_ZIP=-0.694, Synergy_Bliss=2.64, Synergy_Loewe=4.76, Synergy_HSA=3.36. (3) Drug 1: C1CCC(C1)C(CC#N)N2C=C(C=N2)C3=C4C=CNC4=NC=N3. Drug 2: CC(C1=C(C=CC(=C1Cl)F)Cl)OC2=C(N=CC(=C2)C3=CN(N=C3)C4CCNCC4)N. Cell line: HCC-2998. Synergy scores: CSS=9.81, Synergy_ZIP=0.144, Synergy_Bliss=4.35, Synergy_Loewe=-9.38, Synergy_HSA=-0.864. (4) Drug 1: CC12CCC3C(C1CCC2O)C(CC4=C3C=CC(=C4)O)CCCCCCCCCS(=O)CCCC(C(F)(F)F)(F)F. Drug 2: C(CN)CNCCSP(=O)(O)O. Cell line: HCC-2998. Synergy scores: CSS=6.18, Synergy_ZIP=-2.74, Synergy_Bliss=-3.61, Synergy_Loewe=4.58, Synergy_HSA=-2.35. (5) Drug 1: C1CC(C1)(C(=O)O)C(=O)O.[NH2-].[NH2-].[Pt+2]. Drug 2: C1=NC2=C(N=C(N=C2N1C3C(C(C(O3)CO)O)F)Cl)N. Cell line: HCT-15. Synergy scores: CSS=-0.904, Synergy_ZIP=0.602, Synergy_Bliss=5.19, Synergy_Loewe=-5.98, Synergy_HSA=1.20. (6) Drug 1: CC(CN1CC(=O)NC(=O)C1)N2CC(=O)NC(=O)C2. Drug 2: CC1=C2C(C(=O)C3(C(CC4C(C3C(C(C2(C)C)(CC1OC(=O)C(C(C5=CC=CC=C5)NC(=O)C6=CC=CC=C6)O)O)OC(=O)C7=CC=CC=C7)(CO4)OC(=O)C)O)C)OC(=O)C. Cell line: BT-549. Synergy scores: CSS=23.0, Synergy_ZIP=-6.80, Synergy_Bliss=-9.35, Synergy_Loewe=-21.8, Synergy_HSA=-7.24.